This data is from Forward reaction prediction with 1.9M reactions from USPTO patents (1976-2016). The task is: Predict the product of the given reaction. (1) Given the reactants [N:1]1[CH:6]=[CH:5][C:4]([C:7]2[N:16](COCC[Si](C)(C)C)[C:10]3[N:11]=[CH:12][N:13]=[C:14]([NH2:15])[C:9]=3[CH:8]=2)=[CH:3][CH:2]=1.Cl, predict the reaction product. The product is: [N:1]1[CH:2]=[CH:3][C:4]([C:7]2[NH:16][C:10]3[N:11]=[CH:12][N:13]=[C:14]([NH2:15])[C:9]=3[CH:8]=2)=[CH:5][CH:6]=1. (2) Given the reactants [C:1]([O:5][N:6]=[C:7]([C:10]1[C:15]([Cl:16])=[CH:14][C:13]([Cl:17])=[CH:12][N:11]=1)[CH2:8]Br)([CH3:4])([CH3:3])[CH3:2].[C:18]1(=[O:28])[NH:22][C:21](=[O:23])[C:20]2=[CH:24][CH:25]=[CH:26][CH:27]=[C:19]12.[K].O, predict the reaction product. The product is: [Cl:16][C:15]1[C:10]([C:7](=[N:6][O:5][C:1]([CH3:4])([CH3:3])[CH3:2])[CH2:8][N:22]2[C:21](=[O:23])[C:20]3=[CH:24][CH:25]=[CH:26][CH:27]=[C:19]3[C:18]2=[O:28])=[N:11][CH:12]=[C:13]([Cl:17])[CH:14]=1. (3) Given the reactants Cl[C:2]1[N:3]=[C:4]2[C:9](=[CH:10][CH:11]=1)[N:8]=[CH:7][C:6]([C:12]([CH:14]1[CH2:16][CH2:15]1)=[O:13])=[C:5]2[NH:17][C:18]1[CH:19]=[CH:20][C:21]([N:24]2[CH2:29][CH2:28][CH2:27][C@H:26]([NH:30][C:31](=[O:37])[O:32][C:33]([CH3:36])([CH3:35])[CH3:34])[CH2:25]2)=[N:22][CH:23]=1.[Cl:38][C:39]1[CH:44]=[C:43](B2OC(C)(C)C(C)(C)O2)[CH:42]=[C:41]([F:54])[C:40]=1[OH:55], predict the reaction product. The product is: [C:33]([O:32][C:31](=[O:37])[NH:30][C@H:26]1[CH2:27][CH2:28][CH2:29][N:24]([C:21]2[CH:20]=[CH:19][C:18]([NH:17][C:5]3[C:4]4[C:9](=[CH:10][CH:11]=[C:2]([C:43]5[CH:42]=[C:41]([F:54])[C:40]([OH:55])=[C:39]([Cl:38])[CH:44]=5)[N:3]=4)[N:8]=[CH:7][C:6]=3[C:12]([CH:14]3[CH2:15][CH2:16]3)=[O:13])=[CH:23][N:22]=2)[CH2:25]1)([CH3:36])([CH3:34])[CH3:35]. (4) Given the reactants [CH3:1][O:2][C:3]1[CH:20]=[CH:19][C:6]([O:7][C:8]2[CH:13]=[CH:12][C:11]([C:14](=[O:18])[CH2:15][CH:16]=O)=[CH:10][CH:9]=2)=[CH:5][CH:4]=1.Cl.[NH2:22]O.C(O)(=O)C, predict the reaction product. The product is: [CH3:1][O:2][C:3]1[CH:20]=[CH:19][C:6]([O:7][C:8]2[CH:13]=[CH:12][C:11]([C:14]3[O:18][N:22]=[CH:16][CH:15]=3)=[CH:10][CH:9]=2)=[CH:5][CH:4]=1. (5) Given the reactants Cl.[NH:2]1[CH2:5][CH:4]([C:6]([C:8]2[CH:13]=[CH:12][C:11]([Cl:14])=[CH:10][CH:9]=2)=[O:7])[CH2:3]1.[C:15](=[O:18])(O)[O-:16].[Na+].O, predict the reaction product. The product is: [C:4]([O:16][C:15]([N:2]1[CH2:5][CH:4]([C:6](=[O:7])[C:8]2[CH:13]=[CH:12][C:11]([Cl:14])=[CH:10][CH:9]=2)[CH2:3]1)=[O:18])([CH3:6])([CH3:5])[CH3:3]. (6) Given the reactants [F:1][C:2]1[CH:7]=[CH:6][C:5]([S:8][CH2:9][CH2:10][CH2:11][C:12]([N:14]([CH2:16][C:17]2[CH:22]=[CH:21][CH:20]=[CH:19][C:18]=2[OH:23])[CH3:15])=[O:13])=[CH:4][CH:3]=1.[H-].[Na+].Cl.[CH3:27][N:28]([CH3:32])[CH2:29][CH2:30]Cl.O, predict the reaction product. The product is: [CH3:27][N:28]([CH3:32])[CH2:29][CH2:30][O:23][C:18]1[CH:19]=[CH:20][CH:21]=[CH:22][C:17]=1[CH2:16][N:14]([CH3:15])[C:12](=[O:13])[CH2:11][CH2:10][CH2:9][S:8][C:5]1[CH:4]=[CH:3][C:2]([F:1])=[CH:7][CH:6]=1.